Dataset: Full USPTO retrosynthesis dataset with 1.9M reactions from patents (1976-2016). Task: Predict the reactants needed to synthesize the given product. (1) Given the product [CH:1]1[C:10]2[CH:9]=[CH:8][CH:7]=[C:6]([C:11]([OH:13])=[O:12])[C:5]=2[CH:4]=[N:3][N:2]=1, predict the reactants needed to synthesize it. The reactants are: [CH:1]1[C:10]2[CH:9]=[CH:8][CH:7]=[C:6]([C:11]([O:13]C)=[O:12])[C:5]=2[CH:4]=[N:3][N:2]=1.[OH-].[Li+].C1COCC1. (2) Given the product [C:6]([NH:5][CH:4]([CH2:16][N:28]1[CH2:27][CH2:26][N:25]([C:23]([O:22][C:18]([CH3:21])([CH3:20])[CH3:19])=[O:24])[CH2:30][CH2:29]1)[C:3]([O:2][CH3:1])=[O:17])([O:8][CH2:9][C:10]1[CH:15]=[CH:14][CH:13]=[CH:12][CH:11]=1)=[O:7], predict the reactants needed to synthesize it. The reactants are: [CH3:1][O:2][C:3](=[O:17])[C:4](=[CH2:16])[NH:5][C:6]([O:8][CH2:9][C:10]1[CH:15]=[CH:14][CH:13]=[CH:12][CH:11]=1)=[O:7].[C:18]([O:22][C:23]([N:25]1[CH2:30][CH2:29][NH:28][CH2:27][CH2:26]1)=[O:24])([CH3:21])([CH3:20])[CH3:19]. (3) Given the product [Cl:11][C:10]1[C:5]2[N:4]([CH2:13][O:14][CH2:15][CH2:16][Si:17]([CH3:20])([CH3:19])[CH3:18])[C:3]([CH3:21])=[C:2]([CH:25]=[O:26])[C:6]=2[N:7]=[C:8]([CH3:12])[N:9]=1, predict the reactants needed to synthesize it. The reactants are: Br[C:2]1[C:6]2[N:7]=[C:8]([CH3:12])[N:9]=[C:10]([Cl:11])[C:5]=2[N:4]([CH2:13][O:14][CH2:15][CH2:16][Si:17]([CH3:20])([CH3:19])[CH3:18])[C:3]=1[CH3:21].CN([CH:25]=[O:26])C. (4) Given the product [Cl:11][C:12]1[CH:17]=[C:16]([C:5]#[C:4][C:3]([Cl:10])=[N:2][OH:1])[CH:15]=[CH:14][CH:13]=1, predict the reactants needed to synthesize it. The reactants are: [OH:1][N:2]=[C:3]([Cl:10])[C:4]#[C:5][Si](C)(C)C.[Cl:11][C:12]1[CH:13]=[C:14](C#CC=NO)[CH:15]=[CH:16][CH:17]=1. (5) Given the product [F:18][C:19]1[CH:27]=[CH:26][C:22]([C:23]([N:14]2[CH2:15][CH2:16][CH2:17][CH:12]([C:9]3[N:8]=[C:7]([CH:2]4[CH2:3][CH2:4][CH2:5][CH2:6]4)[O:11][N:10]=3)[CH2:13]2)=[O:24])=[CH:21][CH:20]=1, predict the reactants needed to synthesize it. The reactants are: Cl.[CH:2]1([C:7]2[O:11][N:10]=[C:9]([CH:12]3[CH2:17][CH2:16][CH2:15][NH:14][CH2:13]3)[N:8]=2)[CH2:6][CH2:5][CH2:4][CH2:3]1.[F:18][C:19]1[CH:27]=[CH:26][C:22]([C:23](Cl)=[O:24])=[CH:21][CH:20]=1. (6) Given the product [CH:16]1([N:5]2[C:4]3[N:3]=[C:2]([NH:21][C:22]4[CH:23]=[CH:24][C:25]([C:31]([O:33][CH3:34])=[O:32])=[C:26]5[C:30]=4[O:29][CH2:28][CH2:27]5)[N:11]=[CH:10][C:9]=3[N:8]([CH3:12])[C:7](=[O:13])[C@H:6]2[CH2:14][CH3:15])[CH2:20][CH2:19][CH2:18][CH2:17]1, predict the reactants needed to synthesize it. The reactants are: Cl[C:2]1[N:11]=[CH:10][C:9]2[N:8]([CH3:12])[C:7](=[O:13])[C@@H:6]([CH2:14][CH3:15])[N:5]([CH:16]3[CH2:20][CH2:19][CH2:18][CH2:17]3)[C:4]=2[N:3]=1.[NH2:21][C:22]1[CH:23]=[CH:24][C:25]([C:31]([O:33][CH3:34])=[O:32])=[C:26]2[C:30]=1[O:29][CH2:28][CH2:27]2.C1(C)C=CC(S(O)(=O)=O)=CC=1.C(=O)(O)[O-].[Na+]. (7) Given the product [OH:12][C:3]1[C:2]([NH:1][C:13](=[O:20])[C:14]2[CH:19]=[CH:18][N:17]=[CH:16][CH:15]=2)=[CH:7][C:6]([C:8]([F:11])([F:9])[F:10])=[CH:5][N:4]=1, predict the reactants needed to synthesize it. The reactants are: [NH2:1][C:2]1[C:3]([OH:12])=[N:4][CH:5]=[C:6]([C:8]([F:11])([F:10])[F:9])[CH:7]=1.[C:13](O)(=[O:20])[C:14]1[CH:19]=[CH:18][N:17]=[CH:16][CH:15]=1.CCN=C=NCCCN(C)C.N1C=CC=CC=1.